This data is from Catalyst prediction with 721,799 reactions and 888 catalyst types from USPTO. The task is: Predict which catalyst facilitates the given reaction. (1) Reactant: C[O:2][C:3]([CH:5]1[CH2:9][CH2:8][CH:7]([C:10]2[CH:15]=[CH:14][C:13]([F:16])=[CH:12][CH:11]=2)[N:6]1[S:17]([C:20]1[CH:25]=[CH:24][C:23]([CH3:26])=[CH:22][CH:21]=1)(=[O:19])=[O:18])=O.[H-].[Al+3].[Li+].[H-].[H-].[H-].C(OCC)C.CCCCCC. Product: [F:16][C:13]1[CH:12]=[CH:11][C:10]([CH:7]2[N:6]([S:17]([C:20]3[CH:21]=[CH:22][C:23]([CH3:26])=[CH:24][CH:25]=3)(=[O:19])=[O:18])[CH:5]([CH2:3][OH:2])[CH2:9][CH2:8]2)=[CH:15][CH:14]=1. The catalyst class is: 1. (2) Reactant: [CH:1]1([N:6]2[C:10]3[N:11]=[CH:12][N:13]=[C:14]([NH2:15])[C:9]=3[C:8](I)=[CH:7]2)[CH2:5][CH2:4][CH2:3][CH2:2]1.CN1CCOCC1.[C:24]([O:28][C:29](=[O:38])[NH:30][C:31]1[CH:36]=[CH:35][CH:34]=[C:33]([SH:37])[CH:32]=1)([CH3:27])([CH3:26])[CH3:25]. Product: [C:24]([O:28][C:29](=[O:38])[NH:30][C:31]1[CH:36]=[CH:35][CH:34]=[C:33]([S:37][C:8]2[C:9]3[C:14]([NH2:15])=[N:13][CH:12]=[N:11][C:10]=3[N:6]([CH:1]3[CH2:5][CH2:4][CH2:3][CH2:2]3)[CH:7]=2)[CH:32]=1)([CH3:27])([CH3:25])[CH3:26]. The catalyst class is: 471. (3) Reactant: C(=O)([O-])[O-].C1(NC(N)=[NH2+])C=CC=CC=1.C1(NC(N)=[NH2+])C=CC=CC=1.[NH:25]([C:32]1[N:37]=[C:36]([C:38]2[N:42]([CH:43]([CH3:45])[CH3:44])[C:41](C=NOC(C)(C)C)=[N:40][CH:39]=2)[CH:35]=[CH:34][N:33]=1)[C:26]1[CH:31]=[CH:30][CH:29]=[CH:28][CH:27]=1. Product: [CH:43]([N:42]1[C:38]([C:36]2[CH:35]=[CH:34][N:33]=[C:32]([NH:25][C:26]3[CH:31]=[CH:30][CH:29]=[CH:28][CH:27]=3)[N:37]=2)=[CH:39][N:40]=[CH:41]1)([CH3:45])[CH3:44]. The catalyst class is: 44. (4) Reactant: [F:1][C:2]([F:9])([F:8])[CH2:3][O:4][CH2:5][CH2:6][OH:7].CC(C)([O-])C.[K+].F[C:17]1[C:25]([CH3:26])=[CH:24][C:20]([C:21]([O-:23])=[O:22])=[CH:19][N:18]=1.[OH-].[Na+]. Product: [CH3:26][C:25]1[C:17]([O:7][CH2:6][CH2:5][O:4][CH2:3][C:2]([F:9])([F:8])[F:1])=[N:18][CH:19]=[C:20]([CH:24]=1)[C:21]([OH:23])=[O:22]. The catalyst class is: 121. (5) Reactant: CC(O[C@@H:5]1[O:9][C@H:8]([CH2:10][O:11][C:12]([C:14]2[CH:19]=[CH:18][CH:17]=[CH:16][CH:15]=2)=[O:13])[C@@H:7]([O:20][C:21]([C:23]2[CH:28]=[CH:27][CH:26]=[CH:25][CH:24]=2)=[O:22])[C@H:6]1[O:29][C:30]([C:32]1[CH:37]=[CH:36][CH:35]=[CH:34][CH:33]=1)=[O:31])=O.[C:38]([Si](C)(C)C)#[N:39].B(F)(F)F.CCOCC.C(=O)(O)[O-].[Na+]. Product: [C:21]([O:20][C@H:7]1[C@@H:6]([O:29][C:30](=[O:31])[C:32]2[CH:37]=[CH:36][CH:35]=[CH:34][CH:33]=2)[C@H:5]([C:38]#[N:39])[O:9][C@@H:8]1[CH2:10][O:11][C:12](=[O:13])[C:14]1[CH:15]=[CH:16][CH:17]=[CH:18][CH:19]=1)(=[O:22])[C:23]1[CH:28]=[CH:27][CH:26]=[CH:25][CH:24]=1. The catalyst class is: 4.